This data is from Reaction yield outcomes from USPTO patents with 853,638 reactions. The task is: Predict the reaction yield, written as a fraction of the theoretical maximum amount of product (1.0 means a 100% yield; for example, 0.34 means a 34% yield). (1) The reactants are Br[C:2]1[CH:15]=[N:14][C:5]2[NH:6][CH2:7][CH2:8][N:9]([C:11]([OH:13])=[O:12])[CH2:10][C:4]=2[CH:3]=1.[CH3:16][N:17]([CH2:22][C:23]1[O:24][C:25]2[CH:32]=[CH:31][CH:30]=[CH:29][C:26]=2[C:27]=1[CH3:28])[C:18](=[O:21])[CH:19]=[CH2:20].C(N(C(C)C)C(C)C)C.[CH3:42][C:43]1[CH:48]=CC=C[C:44]=1P([C:44]1C=CC=[CH:48][C:43]=1[CH3:42])[C:44]1C=CC=[CH:48][C:43]=1[CH3:42]. The catalyst is C(#N)CC.CN(C=O)C.CCOC(C)=O.CC([O-])=O.CC([O-])=O.[Pd+2]. The product is [C:43]([O:13][C:11]([N:9]1[CH2:10][C:4]2[CH:3]=[C:2](/[CH:20]=[CH:19]/[C:18](=[O:21])[N:17]([CH3:16])[CH2:22][C:23]3[O:24][C:25]4[CH:32]=[CH:31][CH:30]=[CH:29][C:26]=4[C:27]=3[CH3:28])[CH:15]=[N:14][C:5]=2[NH:6][CH2:7][CH2:8]1)=[O:12])([CH3:48])([CH3:44])[CH3:42]. The yield is 0.620. (2) The yield is 1.00. The product is [CH3:29][O:28][C:22]1[CH:21]=[C:20]([C:18]([C@@H:7]2[C@:8]3([CH3:17])[C@H:13]([C:12]([CH3:15])([CH3:16])[CH2:11][CH2:10][CH2:9]3)[CH2:14][CH:5]([CH2:4][NH2:1])[C@H:6]2[CH3:30])=[O:19])[CH:25]=[C:24]([O:26][CH3:27])[CH:23]=1. The catalyst is C1COCC1. The reactants are [N:1]([CH2:4][CH:5]1[CH2:14][C@@H:13]2[C@:8]([CH3:17])([CH2:9][CH2:10][CH2:11][C:12]2([CH3:16])[CH3:15])[C@@H:7]([C:18]([C:20]2[CH:25]=[C:24]([O:26][CH3:27])[CH:23]=[C:22]([O:28][CH3:29])[CH:21]=2)=[O:19])[C@@H:6]1[CH3:30])=[N+]=[N-].C1(P(C2C=CC=CC=2)C2C=CC=CC=2)C=CC=CC=1.O. (3) The reactants are [CH3:1][O:2][CH:3]1[O:9][C@H:8]([CH2:10]Cl)[C@@H:6]([OH:7])[C@H:4]1[OH:5].O.N.[H][H]. The catalyst is [Ni].CC(O)C. The product is [CH3:1][O:2][CH:3]1[O:9][C@H:8]([CH3:10])[C@@H:6]([OH:7])[C@H:4]1[OH:5]. The yield is 0.390. (4) The reactants are Cl[C:2]1[N:7]=[N:6][C:5]([CH2:8][CH:9]2[CH2:14][CH2:13][N:12]([C:15]([O:17][C:18]([CH3:21])([CH3:20])[CH3:19])=[O:16])[CH2:11][CH2:10]2)=[CH:4][CH:3]=1.[CH3:22][O:23][C:24]1[C:25](B(O)O)=[CH:26][C:27]2[C:32]([CH:33]=1)=[CH:31][CH:30]=[CH:29][CH:28]=2. No catalyst specified. The product is [CH3:22][O:23][C:24]1[C:25]([C:2]2[N:7]=[N:6][C:5]([CH2:8][CH:9]3[CH2:14][CH2:13][N:12]([C:15]([O:17][C:18]([CH3:21])([CH3:20])[CH3:19])=[O:16])[CH2:11][CH2:10]3)=[CH:4][CH:3]=2)=[CH:26][C:27]2[C:32]([CH:33]=1)=[CH:31][CH:30]=[CH:29][CH:28]=2. The yield is 0.450. (5) The reactants are [Br:1][C:2]1[C:3](Cl)=[N:4][CH:5]=[C:6]([CH:10]=1)[C:7]([OH:9])=[O:8].[CH:12]1([OH:16])[CH2:15][CH2:14][CH2:13]1.[OH-].[K+]. The catalyst is CS(C)=O.O. The product is [Br:1][C:2]1[C:3]([O:16][CH:12]2[CH2:15][CH2:14][CH2:13]2)=[N:4][CH:5]=[C:6]([CH:10]=1)[C:7]([OH:9])=[O:8]. The yield is 0.820. (6) The reactants are [CH3:1][O:2][C:3]1[CH:4]=[C:5]([N:12]2[CH2:17][CH2:16][CH:15]([N:18]3[CH2:23][CH2:22][NH:21][CH2:20][CH2:19]3)[CH2:14][CH2:13]2)[CH:6]=[CH:7][C:8]=1[N+:9]([O-:11])=[O:10].[CH3:24][C:25](OC(C)=O)=[O:26]. The catalyst is C(Cl)Cl. The product is [C:25]([N:21]1[CH2:20][CH2:19][N:18]([CH:15]2[CH2:14][CH2:13][N:12]([C:5]3[CH:6]=[CH:7][C:8]([N+:9]([O-:11])=[O:10])=[C:3]([O:2][CH3:1])[CH:4]=3)[CH2:17][CH2:16]2)[CH2:23][CH2:22]1)(=[O:26])[CH3:24]. The yield is 0.930. (7) The reactants are Cl[CH2:2][C:3]1[C:4]([C:9]([O:11][CH3:12])=[O:10])=[N:5][CH:6]=[CH:7][N:8]=1.[F-:13].[Cs+].Cl. The catalyst is CS(C)=O. The product is [F:13][CH2:2][C:3]1[C:4]([C:9]([O:11][CH3:12])=[O:10])=[N:5][CH:6]=[CH:7][N:8]=1. The yield is 0.0900. (8) The catalyst is C(Cl)Cl. The product is [NH2:23][C:18]1[CH:19]=[CH:20][C:21]([CH3:22])=[C:16]([NH:15][C:13](=[O:14])[CH2:12][N:3]2[C:4](=[O:11])[C:5]3[C:10](=[CH:9][CH:8]=[CH:7][CH:6]=3)[C:2]2=[O:1])[CH:17]=1. The yield is 0.940. The reactants are [O:1]=[C:2]1[C:10]2[C:5](=[CH:6][CH:7]=[CH:8][CH:9]=2)[C:4](=[O:11])[N:3]1[CH2:12][C:13]([NH:15][C:16]1[CH:17]=[C:18]([NH:23]C(=O)OC(C)(C)C)[CH:19]=[CH:20][C:21]=1[CH3:22])=[O:14].NC1C=C(NC(=O)OC(C)(C)C)C=CC=1C.O=C1C2C(=CC=CC=2)C(=O)N1CC(Cl)=O.C(N(C(C)C)CC)(C)C.[Cl-].[Na+].